This data is from Full USPTO retrosynthesis dataset with 1.9M reactions from patents (1976-2016). The task is: Predict the reactants needed to synthesize the given product. (1) Given the product [C:1]([O:9][C:10]1[CH:18]=[CH:17][CH:16]=[C:15]2[C:11]=1[CH2:12][CH2:13][CH:14]2[N:28]1[C:26]2=[N:27][C:22]([S:21][CH3:20])=[N:23][CH:24]=[C:25]2[CH:30]=[N:29]1)(=[O:8])[C:2]1[CH:7]=[CH:6][CH:5]=[CH:4][CH:3]=1, predict the reactants needed to synthesize it. The reactants are: [C:1]([O:9][C:10]1[CH:18]=[CH:17][CH:16]=[C:15]2[C:11]=1[CH2:12][CH2:13][CH:14]2O)(=[O:8])[C:2]1[CH:7]=[CH:6][CH:5]=[CH:4][CH:3]=1.[CH3:20][S:21][C:22]1[N:27]=[C:26]2[NH:28][N:29]=[CH:30][C:25]2=[CH:24][N:23]=1. (2) Given the product [Si:42]([O:14][CH2:15][CH2:11][C:6]1[S:7][CH:8]=[CH:9][C:5]=1[CH:4]=[O:10])([C:45]([CH3:48])([CH3:47])[CH3:46])([CH3:44])[CH3:43], predict the reactants needed to synthesize it. The reactants are: C1[O:10][CH:4]([C:5]2[CH:9]=[CH:8][S:7][CH:6]=2)OC1.[CH2:11]1[CH2:15][O:14]CC1.[Li]CCCC.CCCCCC.C1OS(=O)(=O)OC1.C(Cl)Cl.N1C=CN=C1.[Si:42](Cl)([C:45]([CH3:48])([CH3:47])[CH3:46])([CH3:44])[CH3:43]. (3) Given the product [F:1][C:2]1[CH:21]=[CH:20][C:5]([C:6]([NH:8][C@H:9]2[C:17]3[C:12](=[CH:13][CH:14]=[C:15]([N:32]4[CH2:33][CH2:34][N:29]([C:22]([O:24][C:25]([CH3:27])([CH3:26])[CH3:28])=[O:23])[CH2:30][C:31]4=[O:35])[CH:16]=3)[CH2:11][C@@H:10]2[OH:19])=[O:7])=[CH:4][CH:3]=1, predict the reactants needed to synthesize it. The reactants are: [F:1][C:2]1[CH:21]=[CH:20][C:5]([C:6]([NH:8][C@H:9]2[C:17]3[C:12](=[CH:13][CH:14]=[C:15](I)[CH:16]=3)[CH2:11][C@@H:10]2[OH:19])=[O:7])=[CH:4][CH:3]=1.[C:22]([N:29]1[CH2:34][CH2:33][NH:32][C:31](=[O:35])[CH2:30]1)([O:24][C:25]([CH3:28])([CH3:27])[CH3:26])=[O:23].C(=O)([O-])[O-].[K+].[K+].CNCCNC. (4) Given the product [Cl:1][C:2]1[CH:3]=[C:4]([C:10]2[N:14]([CH2:15][C:16]([NH:32][CH:27]3[CH2:31][CH2:30][CH2:29][CH2:28]3)=[O:18])[N:13]=[C:12]([C:21]3[CH:26]=[CH:25][N:24]=[CH:23][CH:22]=3)[N:11]=2)[CH:5]=[CH:6][C:7]=1[O:8][CH3:9], predict the reactants needed to synthesize it. The reactants are: [Cl:1][C:2]1[CH:3]=[C:4]([C:10]2[N:14]([CH2:15][C:16]([O:18]CC)=O)[N:13]=[C:12]([C:21]3[CH:26]=[CH:25][N:24]=[CH:23][CH:22]=3)[N:11]=2)[CH:5]=[CH:6][C:7]=1[O:8][CH3:9].[CH:27]1([NH2:32])[CH2:31][CH2:30][CH2:29][CH2:28]1. (5) Given the product [CH:49]1([C:53]([N:38]2[CH2:37][CH2:36][C:28]3[N:29]([CH2:33][CH2:34][CH3:35])[C:30]4[CH:31]=[CH:32][C:24]([C:22]([N:19]5[CH2:20][CH2:21][CH:16]([CH3:15])[CH2:17][CH2:18]5)=[O:23])=[CH:25][C:26]=4[C:27]=3[CH2:39]2)=[O:54])[CH2:52][CH2:51][CH2:50]1, predict the reactants needed to synthesize it. The reactants are: OC(C(F)(F)F)=O.OC(C(F)(F)F)=O.[CH3:15][CH:16]1[CH2:21][CH2:20][N:19]([C:22]([C:24]2[CH:32]=[CH:31][C:30]3[N:29]([CH2:33][CH2:34][CH3:35])[C:28]4[CH2:36][CH2:37][NH:38][CH2:39][C:27]=4[C:26]=3[CH:25]=2)=[O:23])[CH2:18][CH2:17]1.C(N(C(C)C)CC)(C)C.[CH:49]1([C:53](Cl)=[O:54])[CH2:52][CH2:51][CH2:50]1.[OH-].[Na+]. (6) Given the product [OH:1][CH:2]([C:4]1[N:8]=[CH:7][N:6]([C:9]2[N:10]=[CH:11][C:12]([O:25][CH3:26])=[C:13]3[C:17]([C:18](=[O:24])[C:19]([OH:21])=[O:20])=[CH:16][NH:15][C:14]=23)[N:5]=1)[CH3:3], predict the reactants needed to synthesize it. The reactants are: [OH:1][CH:2]([C:4]1[N:8]=[CH:7][N:6]([C:9]2[N:10]=[CH:11][C:12]([O:25][CH3:26])=[C:13]3[C:17]([C:18](=[O:24])[C:19]([O:21]CC)=[O:20])=[CH:16][NH:15][C:14]=23)[N:5]=1)[CH3:3].C([O-])([O-])=O.[K+].[K+].Cl.